Dataset: Forward reaction prediction with 1.9M reactions from USPTO patents (1976-2016). Task: Predict the product of the given reaction. (1) Given the reactants [Br:1][CH2:2][C:3]1[CH:11]=[CH:10][C:6]([C:7]([OH:9])=O)=[CH:5][CH:4]=1.S(Cl)(Cl)=O.[NH2:16][C:17]1[S:18][C:19]([N:27]2[CH2:32][CH2:31][O:30][CH2:29][CH2:28]2)=[C:20]([C:22]2[O:23][CH:24]=[CH:25][CH:26]=2)[N:21]=1.C(N(CC)CC)C.C(=O)([O-])[O-].[Na+].[Na+], predict the reaction product. The product is: [Br:1][CH2:2][C:3]1[CH:4]=[CH:5][C:6]([C:7]([NH:16][C:17]2[S:18][C:19]([N:27]3[CH2:28][CH2:29][O:30][CH2:31][CH2:32]3)=[C:20]([C:22]3[O:23][CH:24]=[CH:25][CH:26]=3)[N:21]=2)=[O:9])=[CH:10][CH:11]=1. (2) The product is: [C:1]([O:5][C:6]([N:8]1[CH2:13][CH2:12][N:11]([C:14]2[CH:19]=[CH:18][C:17]([NH2:20])=[C:16]([CH3:23])[N:15]=2)[CH2:10][C@H:9]1[CH3:24])=[O:7])([CH3:4])([CH3:3])[CH3:2]. Given the reactants [C:1]([O:5][C:6]([N:8]1[CH2:13][CH2:12][N:11]([C:14]2[CH:19]=[CH:18][C:17]([N+:20]([O-])=O)=[C:16]([CH3:23])[N:15]=2)[CH2:10][C@H:9]1[CH3:24])=[O:7])([CH3:4])([CH3:3])[CH3:2].C(O)(=O)C, predict the reaction product. (3) Given the reactants Br[C:2]1[S:10][C:9]2[N:8]([CH2:11][C:12]3[CH:17]=[CH:16][C:15]([O:18][CH3:19])=[CH:14][CH:13]=3)[C:7](=[O:20])[N:6]3[N:21]=[CH:22][N:23]=[C:5]3[C:4]=2[CH:3]=1.CN1C([Sn](CCCC)(CCCC)CCCC)=[CH:28][C:27](C(F)(F)F)=N1, predict the reaction product. The product is: [CH3:19][O:18][C:15]1[CH:16]=[CH:17][C:12]([CH2:11][N:8]2[C:9]3[S:10][C:2]([CH:27]=[CH2:28])=[CH:3][C:4]=3[C:5]3=[N:23][CH:22]=[N:21][N:6]3[C:7]2=[O:20])=[CH:13][CH:14]=1. (4) Given the reactants [CH:1]1[C:10]2[C:5](=[CH:6][CH:7]=[CH:8][CH:9]=2)[CH:4]=[CH:3][C:2]=1[C:11](Cl)=[O:12].[NH2:14][C:15]1[CH:16]=[C:17]([CH:30]=[CH:31][C:32]=1[CH3:33])[C:18]([NH:20][C:21]1[CH:26]=[CH:25][CH:24]=[C:23]([N:27]([CH3:29])[CH3:28])[CH:22]=1)=[O:19], predict the reaction product. The product is: [CH3:29][N:27]([CH3:28])[C:23]1[CH:22]=[C:21]([NH:20][C:18](=[O:19])[C:17]2[CH:30]=[CH:31][C:32]([CH3:33])=[C:15]([NH:14][C:11]([C:2]3[CH:3]=[CH:4][C:5]4[C:10](=[CH:9][CH:8]=[CH:7][CH:6]=4)[CH:1]=3)=[O:12])[CH:16]=2)[CH:26]=[CH:25][CH:24]=1. (5) Given the reactants C(OC(N1CC[C@H]([C@@H](C2CCCCC2)O)C1)=O)(C)(C)C.[C:21]([O:25][C:26]([N:28]1[CH2:32][CH2:31][C@H:30]([CH:33]=[O:34])[CH2:29]1)=[O:27])([CH3:24])([CH3:23])[CH3:22].[Li+].C[Si]([N-][Si](C)(C)C)(C)C.[F:45][C:46]1([F:55])[CH2:51][CH2:50][CH:49](C(Cl)=O)[CH2:48][CH2:47]1.S(C)C, predict the reaction product. The product is: [C:21]([O:25][C:26]([N:28]1[CH2:32][CH2:31][CH:30]([CH:33]([CH:49]2[CH2:50][CH2:51][C:46]([F:55])([F:45])[CH2:47][CH2:48]2)[OH:34])[CH2:29]1)=[O:27])([CH3:24])([CH3:23])[CH3:22]. (6) Given the reactants [Cl:1][C:2]1[CH:3]=[C:4]2[C:9](=[CH:10][CH:11]=1)[CH:8]=[C:7]([S:12]([CH2:15][CH2:16][C:17]([N:19]1[CH2:24][CH2:23][CH:22]([NH:25][CH2:26][C:27]3[N:31]([C:32](C4C=CC=CC=4)(C4C=CC=CC=4)C4C=CC=CC=4)[CH:30]=[N:29][C:28]=3[CH3:51])[CH2:21][CH2:20]1)=[O:18])(=[O:14])=[O:13])[CH:6]=[CH:5]2.C(=O)([O-])[O-:53].[K+].[K+], predict the reaction product. The product is: [Cl:1][C:2]1[CH:11]=[C:10]2[C:9](=[CH:4][CH:3]=1)[CH:8]=[C:7]([S:12]([CH2:15][CH2:16][C:17]([N:19]1[CH2:24][CH2:23][CH:22]([N:25]3[CH2:26][C:27]4=[C:28]([CH3:51])[N:29]=[CH:30][N:31]4[C:32]3=[O:53])[CH2:21][CH2:20]1)=[O:18])(=[O:13])=[O:14])[CH:6]=[CH:5]2.